Dataset: Catalyst prediction with 721,799 reactions and 888 catalyst types from USPTO. Task: Predict which catalyst facilitates the given reaction. Reactant: [CH3:1][O:2][CH2:3][O:4][C:5]1[C:6]([C:18]2[CH:23]=[CH:22][CH:21]=[CH:20][CH:19]=2)=[C:7]([CH2:15][CH2:16][OH:17])[CH:8]=[C:9]([O:11][CH2:12][O:13][CH3:14])[CH:10]=1.[H-].[Na+].[CH3:26]I.O. Product: [CH3:1][O:2][CH2:3][O:4][C:5]1[C:6]([C:18]2[CH:19]=[CH:20][CH:21]=[CH:22][CH:23]=2)=[C:7]([CH2:15][CH2:16][O:17][CH3:26])[CH:8]=[C:9]([O:11][CH2:12][O:13][CH3:14])[CH:10]=1. The catalyst class is: 9.